Dataset: Reaction yield outcomes from USPTO patents with 853,638 reactions. Task: Predict the reaction yield, written as a fraction of the theoretical maximum amount of product (1.0 means a 100% yield; for example, 0.34 means a 34% yield). The reactants are [CH3:1][C@H:2]1[C:6](=[O:7])[O:5][C:4](=[O:8])[NH:3]1.[C:9](Cl)(=[O:11])[CH3:10]. The catalyst is C(OCC)(=O)C. The product is [C:9]([N:3]1[C@@H:2]([CH3:1])[C:6](=[O:7])[O:5][C:4]1=[O:8])(=[O:11])[CH3:10]. The yield is 0.250.